The task is: Regression. Given a peptide amino acid sequence and an MHC pseudo amino acid sequence, predict their binding affinity value. This is MHC class I binding data.. This data is from Peptide-MHC class I binding affinity with 185,985 pairs from IEDB/IMGT. (1) The peptide sequence is QTHSKAGLLV. The MHC is Mamu-A02 with pseudo-sequence Mamu-A02. The binding affinity (normalized) is 0.478. (2) The peptide sequence is KLSHSDYEY. The MHC is HLA-A32:01 with pseudo-sequence HLA-A32:01. The binding affinity (normalized) is 0.190. (3) The peptide sequence is LLGQNTPAI. The MHC is HLA-A02:12 with pseudo-sequence HLA-A02:12. The binding affinity (normalized) is 0.872. (4) The peptide sequence is AEQASQEVKNW. The MHC is HLA-A30:02 with pseudo-sequence HLA-A30:02. The binding affinity (normalized) is 0. (5) The peptide sequence is SPVIVNGAM. The MHC is HLA-A02:06 with pseudo-sequence HLA-A02:06. The binding affinity (normalized) is 0.0847. (6) The MHC is HLA-A02:02 with pseudo-sequence HLA-A02:02. The binding affinity (normalized) is 0. The peptide sequence is KLKHRDGFT.